Dataset: Full USPTO retrosynthesis dataset with 1.9M reactions from patents (1976-2016). Task: Predict the reactants needed to synthesize the given product. (1) Given the product [F:11][C:12]1[CH:17]=[C:16]([F:18])[CH:15]=[CH:14][C:13]=1[N:19]1[C:23]2[N:24]([CH2:25][CH3:26])[C:2](=[O:4])[C:1](=[O:8])[NH:27][C:22]=2[CH:21]=[N:20]1, predict the reactants needed to synthesize it. The reactants are: [C:1]([O:8]CC)(=O)[C:2]([O:4]CC)=O.[F:11][C:12]1[CH:17]=[C:16]([F:18])[CH:15]=[CH:14][C:13]=1[N:19]1[C:23]([NH:24][CH2:25][CH3:26])=[C:22]([NH2:27])[CH:21]=[N:20]1. (2) Given the product [CH2:1]([O:5][C:6]([C:8]1[N:9]=[C:10]([Br:29])[C:11]2[C:16]([C:17]=1[OH:18])=[CH:15][CH:14]=[C:13]([S:19][CH:20]1[CH2:25][CH2:24][CH2:23][CH2:22][CH2:21]1)[CH:12]=2)=[O:7])[CH2:2][CH2:3][CH3:4], predict the reactants needed to synthesize it. The reactants are: [CH2:1]([O:5][C:6]([C:8]1[N:9]=[C:10](O)[C:11]2[C:16]([C:17]=1[OH:18])=[CH:15][CH:14]=[C:13]([S:19][CH:20]1[CH2:25][CH2:24][CH2:23][CH2:22][CH2:21]1)[CH:12]=2)=[O:7])[CH2:2][CH2:3][CH3:4].P(Br)(Br)([Br:29])=O. (3) The reactants are: [CH2:1]([N:8]([OH:23])[C:9]([C:11]1[CH:16]=[C:15]([N:17]2[CH2:22][CH2:21][O:20][CH2:19][CH2:18]2)[CH:14]=[CH:13][N:12]=1)=[O:10])[C:2]1[CH:7]=[CH:6][CH:5]=[CH:4][CH:3]=1.[ClH:24].C(OCC)C. Given the product [ClH:24].[CH2:1]([N:8]([OH:23])[C:9]([C:11]1[CH:16]=[C:15]([N:17]2[CH2:22][CH2:21][O:20][CH2:19][CH2:18]2)[CH:14]=[CH:13][N:12]=1)=[O:10])[C:2]1[CH:3]=[CH:4][CH:5]=[CH:6][CH:7]=1, predict the reactants needed to synthesize it. (4) Given the product [C:1]12([C:8]([Cl:13])=[O:10])[CH2:7][CH:4]([CH2:5][CH2:6]1)[CH2:3][CH2:2]2, predict the reactants needed to synthesize it. The reactants are: [C:1]12([C:8]([OH:10])=O)[CH2:7][CH:4]([CH2:5][CH2:6]1)[CH2:3][CH2:2]2.S(Cl)([Cl:13])=O. (5) Given the product [N+:24]([C:21]1[CH:22]=[CH:23][C:18]([N:9]2[C:8]3[N:27]4[CH:28]=[C:2]([O:1][CH2:34][CH2:33][O:32][C:29](=[O:31])[CH3:30])[CH:3]=[CH:4][C:5]4=[N:6][C:7]=3[C:16]3[C:11](=[CH:12][CH:13]=[CH:14][CH:15]=3)[C:10]2=[O:17])=[CH:19][CH:20]=1)([O-:26])=[O:25], predict the reactants needed to synthesize it. The reactants are: [OH:1][C:2]1[CH:3]=[CH:4][C:5]2[N:27]([CH:28]=1)[C:8]1[N:9]([C:18]3[CH:23]=[CH:22][C:21]([N+:24]([O-:26])=[O:25])=[CH:20][CH:19]=3)[C:10](=[O:17])[C:11]3[C:16]([C:7]=1[N:6]=2)=[CH:15][CH:14]=[CH:13][CH:12]=3.[C:29]([O:32][CH2:33][CH2:34]Br)(=[O:31])[CH3:30].C([O-])([O-])=O.[K+].[K+].O. (6) Given the product [NH:3]1[C:11]2[C:6](=[CH:7][CH:8]=[CH:9][CH:10]=2)[C:5]([CH:12]2[CH2:17][CH2:16][CH:15]([NH:18][CH:19]([CH:23]3[CH2:24][CH2:25][N:26]([C:36](=[O:37])/[CH:35]=[CH:34]/[C:33]4[CH:39]=[CH:40][CH:41]=[C:31]([C:30]([F:42])([F:43])[F:29])[CH:32]=4)[CH2:27][CH2:28]3)[C:20]([NH2:22])=[O:21])[CH2:14][CH2:13]2)=[CH:4]1, predict the reactants needed to synthesize it. The reactants are: Cl.Cl.[NH:3]1[C:11]2[C:6](=[CH:7][CH:8]=[CH:9][CH:10]=2)[C:5]([CH:12]2[CH2:17][CH2:16][CH:15]([NH:18][CH:19]([CH:23]3[CH2:28][CH2:27][NH:26][CH2:25][CH2:24]3)[C:20]([NH2:22])=[O:21])[CH2:14][CH2:13]2)=[CH:4]1.[F:29][C:30]([F:43])([F:42])[C:31]1[CH:32]=[C:33]([CH:39]=[CH:40][CH:41]=1)/[CH:34]=[CH:35]/[C:36](O)=[O:37]. (7) Given the product [CH3:21][O:20][C:18]([C:8]1[C:9]([N+:15]([O-:17])=[O:16])=[C:10]([C:11]([OH:13])=[O:12])[N:6]([CH2:5][CH2:4][O:3][CH2:1][CH3:2])[N:7]=1)=[O:19], predict the reactants needed to synthesize it. The reactants are: [CH2:1]([O:3][CH2:4][CH2:5][N:6]1[C:10]([C:11]([O:13]C)=[O:12])=[C:9]([N+:15]([O-:17])=[O:16])[C:8]([C:18]([O:20][CH3:21])=[O:19])=[N:7]1)[CH3:2].[OH-].[K+]. (8) Given the product [CH3:13][O:12][N:14]=[CH:5][C:4]1[CH:7]=[CH:8][C:9]([CH3:10])=[C:2]([F:1])[CH:3]=1, predict the reactants needed to synthesize it. The reactants are: [F:1][C:2]1[CH:3]=[C:4]([CH:7]=[CH:8][C:9]=1[CH3:10])[CH:5]=O.Cl.[O:12]([NH2:14])[CH3:13]. (9) Given the product [ClH:32].[ClH:32].[NH2:11][CH2:10][CH:9]([C:6]1[CH:7]=[CH:8][C:3]([CH2:2][OH:1])=[CH:4][CH:5]=1)[C:19]([NH:21][C:22]1[CH:23]=[C:24]2[C:29](=[CH:30][CH:31]=1)[CH:28]=[N:27][CH:26]=[CH:25]2)=[O:20], predict the reactants needed to synthesize it. The reactants are: [OH:1][CH2:2][C:3]1[CH:8]=[CH:7][C:6]([CH:9]([C:19]([NH:21][C:22]2[CH:23]=[C:24]3[C:29](=[CH:30][CH:31]=2)[CH:28]=[N:27][CH:26]=[CH:25]3)=[O:20])[CH2:10][NH:11]C(=O)OC(C)(C)C)=[CH:5][CH:4]=1.[ClH:32].N. (10) Given the product [CH2:25]([N:16]1[C:15]2[CH:14]=[CH:13][C:12]([C:10]3[N:9]([CH2:34][C@@H:32]([OH:33])[CH2:31][O:30][CH3:29])[C:8]4[CH:27]=[CH:28][C:5]([C:3]([OH:2])=[O:4])=[CH:6][C:7]=4[N:11]=3)=[CH:24][C:23]=2[C:22]2[C:17]1=[CH:18][CH:19]=[CH:20][CH:21]=2)[CH3:26], predict the reactants needed to synthesize it. The reactants are: C[O:2][C:3]([C:5]1[CH:28]=[CH:27][C:8]2[NH:9][C:10]([C:12]3[CH:13]=[CH:14][C:15]4[N:16]([CH2:25][CH3:26])[C:17]5[C:22]([C:23]=4[CH:24]=3)=[CH:21][CH:20]=[CH:19][CH:18]=5)=[N:11][C:7]=2[CH:6]=1)=[O:4].[CH3:29][O:30][CH2:31][C@H:32]1[CH2:34][O:33]1.